From a dataset of Forward reaction prediction with 1.9M reactions from USPTO patents (1976-2016). Predict the product of the given reaction. (1) Given the reactants [Br:1][C:2]1[CH:7]=[C:6]([NH2:8])[CH:5]=[CH:4][N:3]=1.[H-].[Na+].[CH3:11][O:12][C:13](=[O:24])[C:14]1[CH:19]=[CH:18][C:17](F)=[C:16]([N+:21]([O-:23])=[O:22])[CH:15]=1, predict the reaction product. The product is: [CH3:11][O:12][C:13](=[O:24])[C:14]1[CH:19]=[CH:18][C:17]([NH:8][C:6]2[CH:5]=[CH:4][N:3]=[C:2]([Br:1])[CH:7]=2)=[C:16]([N+:21]([O-:23])=[O:22])[CH:15]=1. (2) Given the reactants [Cl:1][C:2]1[CH:3]=C([CH:7]=[C:8]([N:10]2[CH2:15][CH2:14][N:13]([CH3:16])[CH2:12][CH2:11]2)[CH:9]=1)C#N.[OH-:17].[Na+].[CH2:19]([OH:21])[CH3:20], predict the reaction product. The product is: [Cl:1][C:2]1[CH:3]=[C:20]([CH:7]=[C:8]([N:10]2[CH2:15][CH2:14][N:13]([CH3:16])[CH2:12][CH2:11]2)[CH:9]=1)[C:19]([OH:17])=[O:21]. (3) Given the reactants [C:1]([O:20][CH2:21][CH2:22]CCCC(OC)=O)([C:14]1[CH:19]=[CH:18][CH:17]=[CH:16][CH:15]=1)([C:8]1[CH:13]=[CH:12][CH:11]=[CH:10][CH:9]=1)[C:2]1[CH:7]=[CH:6][CH:5]=[CH:4][CH:3]=1.C(Cl)(C1C=CC=CC=1)(C1C=CC=CC=1)C1C=CC=CC=1.[CH3:50][O:51][C:52](=[O:65])[CH2:53][CH2:54][CH2:55][CH2:56][CH2:57][CH2:58][CH2:59][CH2:60][CH2:61]CCO, predict the reaction product. The product is: [CH3:50][O:51][C:52](=[O:65])[CH2:53][CH2:54][CH2:55][CH2:56][CH2:57][CH2:58][CH2:59][CH2:60][CH2:61][CH2:22][CH2:21][O:20][C:1]([C:14]1[CH:15]=[CH:16][CH:17]=[CH:18][CH:19]=1)([C:8]1[CH:13]=[CH:12][CH:11]=[CH:10][CH:9]=1)[C:2]1[CH:3]=[CH:4][CH:5]=[CH:6][CH:7]=1. (4) Given the reactants [Cl:1][C:2]1[C:3]([N:8]2[CH2:13][CH2:12][N:11]([CH2:14][C:15]3[CH:16]=[N:17][N:18]([CH3:21])[C:19]=3[CH3:20])[CH2:10][CH2:9]2)=[N:4][CH:5]=[CH:6][N:7]=1.[CH3:22][O:23][CH:24]([C:26]1[CH:31]=[CH:30][C:29](B2OC(C)(C)C(C)(C)O2)=[CH:28][CH:27]=1)[CH3:25].C(=O)([O-])[O-].[K+].[K+].O, predict the reaction product. The product is: [ClH:1].[CH3:21][N:18]1[C:19]([CH3:20])=[C:15]([CH2:14][N:11]2[CH2:12][CH2:13][N:8]([C:3]3[C:2]([C:29]4[CH:30]=[CH:31][C:26]([CH:24]([O:23][CH3:22])[CH3:25])=[CH:27][CH:28]=4)=[N:7][CH:6]=[CH:5][N:4]=3)[CH2:9][CH2:10]2)[CH:16]=[N:17]1. (5) Given the reactants [F:1][C:2]1[CH:7]=[CH:6][C:5]([N:8]2[C:17](=[O:18])[C:16]3[C:11](=[CH:12][C:13]([C:19]4[N:23]=[C:22]([CH3:24])[O:21][N:20]=4)=[CH:14][CH:15]=3)[N:10]=[C:9]2[S:25][CH2:26][C:27]([O:29]C(C)(C)C)=[O:28])=[CH:4][CH:3]=1.C(O)(C(F)(F)F)=O, predict the reaction product. The product is: [F:1][C:2]1[CH:3]=[CH:4][C:5]([N:8]2[C:17](=[O:18])[C:16]3[C:11](=[CH:12][C:13]([C:19]4[N:23]=[C:22]([CH3:24])[O:21][N:20]=4)=[CH:14][CH:15]=3)[N:10]=[C:9]2[S:25][CH2:26][C:27]([OH:29])=[O:28])=[CH:6][CH:7]=1. (6) Given the reactants [C:1]([O:5][C:6]([N:8]([CH3:33])[CH2:9][CH2:10][CH:11]([C:27]1[CH:32]=[CH:31][CH:30]=[CH:29][CH:28]=1)[O:12][C:13]1[CH:14]=[C:15]([C:23](OC)=[O:24])[CH:16]=[C:17]([CH:22]=1)[C:18](OC)=[O:19])=[O:7])([CH3:4])([CH3:3])[CH3:2].[H-].[Al+3].[Li+].[H-].[H-].[H-], predict the reaction product. The product is: [OH:24][CH2:23][C:15]1[CH:14]=[C:13]([CH:22]=[C:17]([CH2:18][OH:19])[CH:16]=1)[O:12][CH:11]([C:27]1[CH:32]=[CH:31][CH:30]=[CH:29][CH:28]=1)[CH2:10][CH2:9][N:8]([CH3:33])[C:6](=[O:7])[O:5][C:1]([CH3:3])([CH3:2])[CH3:4].